This data is from Full USPTO retrosynthesis dataset with 1.9M reactions from patents (1976-2016). The task is: Predict the reactants needed to synthesize the given product. (1) Given the product [O:8]=[C:7]1[NH:9][C:2]([C:1]([NH:12][CH:13]([CH2:14][CH:15]([CH3:17])[CH3:16])[C:18]([OH:20])=[O:19])=[O:10])=[CH:3][C:4](=[O:5])[NH:6]1, predict the reactants needed to synthesize it. The reactants are: [C:1](Br)(=[O:10])[C:2]1[NH:9][C:7](=[O:8])[NH:6][C:4](=[O:5])[CH:3]=1.[NH2:12][C@H:13]([C:18]([OH:20])=[O:19])[CH2:14][CH:15]([CH3:17])[CH3:16].C(=O)=O.CC(C)=O. (2) Given the product [Br:1][C:2]1[CH:7]=[CH:6][CH:5]=[CH:4][C:3]=1[P:24]([C:26]1[CH:31]=[C:30]([CH3:32])[C:29]([O:33][CH3:34])=[C:28]([CH3:35])[CH:27]=1)[C:17]1[CH:16]=[C:15]([CH3:14])[C:20]([O:21][CH3:22])=[C:19]([CH3:23])[CH:18]=1, predict the reactants needed to synthesize it. The reactants are: [Br:1][C:2]1[CH:7]=[CH:6][CH:5]=[CH:4][C:3]=1I.C([Mg]Cl)(C)C.[CH3:14][C:15]1[CH:16]=[C:17]([P:24]([C:26]2[CH:31]=[C:30]([CH3:32])[C:29]([O:33][CH3:34])=[C:28]([CH3:35])[CH:27]=2)Cl)[CH:18]=[C:19]([CH3:23])[C:20]=1[O:21][CH3:22].